Dataset: Forward reaction prediction with 1.9M reactions from USPTO patents (1976-2016). Task: Predict the product of the given reaction. (1) Given the reactants [Cl:1][C:2]1[N:7]=[C:6]([Cl:8])[C:5]([F:9])=[C:4]([NH:10][NH2:11])[N:3]=1.[CH:12]1([CH2:17][C@H:18]([CH2:22][N:23]([CH:32]=[O:33])[O:24][CH2:25][C:26]2[CH:31]=[CH:30][CH:29]=[CH:28][CH:27]=2)[C:19](O)=[O:20])[CH2:16][CH2:15][CH2:14][CH2:13]1.C1C=NC2N(O)N=NC=2C=1.CN1CCOCC1.C(Cl)CCl, predict the reaction product. The product is: [CH:12]1([CH2:17][C@@H:18]([C:19]([NH:11][NH:10][C:4]2[C:5]([F:9])=[C:6]([Cl:8])[N:7]=[C:2]([Cl:1])[N:3]=2)=[O:20])[CH2:22][N:23]([O:24][CH2:25][C:26]2[CH:31]=[CH:30][CH:29]=[CH:28][CH:27]=2)[CH:32]=[O:33])[CH2:16][CH2:15][CH2:14][CH2:13]1. (2) Given the reactants B(Br)(Br)Br.FC(F)(F)C(O)=O.[CH2:12]([N:14]([CH2:41][CH3:42])[C:15]([C:17]1[CH:18]=[CH:19][C:20]2[C:21](=[C:33]3[CH2:39][CH:38]4[NH:40][CH:35]([CH2:36][CH2:37]4)[CH2:34]3)[C:22]3[C:27]([O:28][C:29]=2[CH:30]=1)=[CH:26][C:25]([O:31]C)=[CH:24][CH:23]=3)=[O:16])[CH3:13].[OH-].[NH4+], predict the reaction product. The product is: [CH2:41]([N:14]([CH2:12][CH3:13])[C:15]([C:17]1[CH:18]=[CH:19][C:20]2[C:21](=[C:33]3[CH2:39][CH:38]4[NH:40][CH:35]([CH2:36][CH2:37]4)[CH2:34]3)[C:22]3[C:27]([O:28][C:29]=2[CH:30]=1)=[CH:26][C:25]([OH:31])=[CH:24][CH:23]=3)=[O:16])[CH3:42]. (3) Given the reactants [Cl-].[NH4+:2].[OH-].[NH4+].O[CH:6]([C:9]1[CH:10]=[N:11][CH:12]=[CH:13][CH:14]=1)[C:7]#[N:8], predict the reaction product. The product is: [NH2:2][CH:6]([C:9]1[CH:10]=[N:11][CH:12]=[CH:13][CH:14]=1)[C:7]#[N:8]. (4) The product is: [F:7][C:5]([F:6])([C:8]1[CH:13]=[CH:12][CH:11]=[CH:10][C:9]=1[F:14])[CH2:4][NH2:1]. Given the reactants [N:1]([CH2:4][C:5]([C:8]1[CH:13]=[CH:12][CH:11]=[CH:10][C:9]=1[F:14])([F:7])[F:6])=[N+]=[N-], predict the reaction product. (5) Given the reactants [CH2:1]([O:5][C:6](=[O:25])[C:7]1[CH:12]=[C:11]([S:13](=[O:16])(=[O:15])[NH2:14])[C:10]([O:17][C:18]2[CH:23]=[CH:22][CH:21]=[CH:20][CH:19]=2)=[C:9]([NH2:24])[CH:8]=1)[CH2:2][CH2:3][CH3:4].[CH:26](=O)[CH2:27][CH2:28][CH3:29].[BH-](OC(C)=O)(OC(C)=O)OC(C)=O.[Na+], predict the reaction product. The product is: [CH2:1]([O:5][C:6](=[O:25])[C:7]1[CH:12]=[C:11]([S:13](=[O:16])(=[O:15])[NH2:14])[C:10]([O:17][C:18]2[CH:19]=[CH:20][CH:21]=[CH:22][CH:23]=2)=[C:9]([NH:24][CH2:26][CH2:27][CH2:28][CH3:29])[CH:8]=1)[CH2:2][CH2:3][CH3:4]. (6) Given the reactants [F:1][C:2]1([F:13])[CH2:7][CH2:6][CH:5]([CH2:8][CH2:9][C:10]([OH:12])=O)[CH2:4][CH2:3]1.C(Cl)(=O)C(Cl)=O.[F:20][C:21]([F:26])([F:25])C(O)=O.N1C=CC=CC=1, predict the reaction product. The product is: [F:13][C:2]1([F:1])[CH2:3][CH2:4][CH:5]([CH2:8][CH2:9][C:10](=[O:12])[C:21]([F:26])([F:25])[F:20])[CH2:6][CH2:7]1. (7) Given the reactants [NH2:1][C:2]1[CH:7]=[C:6]([O:8][CH3:9])[CH:5]=[CH:4][C:3]=1[OH:10].C(=O)([O-])O.[Na+].Cl[CH2:17][C:18](Cl)=[O:19], predict the reaction product. The product is: [CH3:9][O:8][C:6]1[CH:5]=[CH:4][C:3]2[O:10][CH2:17][C:18](=[O:19])[NH:1][C:2]=2[CH:7]=1.